Predict the reactants needed to synthesize the given product. From a dataset of Full USPTO retrosynthesis dataset with 1.9M reactions from patents (1976-2016). (1) Given the product [CH3:1][C:2]1[CH:3]=[C:4]([N:9]2[CH:13]=[CH:12][C:11]([NH2:14])=[N:10]2)[CH:5]=[CH:6][C:7]=1[CH3:8], predict the reactants needed to synthesize it. The reactants are: [CH3:1][C:2]1[CH:3]=[C:4]([N:9]2[CH:13]=[CH:12][C:11]([N+:14]([O-])=O)=[N:10]2)[CH:5]=[CH:6][C:7]=1[CH3:8]. (2) Given the product [OH:1][C:2]1[CH:3]=[C:4]([CH:9]=[C:10]([O:12][S:19]([C:16]2[CH:17]=[CH:18][C:13]([CH3:23])=[CH:14][CH:15]=2)(=[O:21])=[O:20])[CH:11]=1)[C:5]([O:7][CH3:8])=[O:6], predict the reactants needed to synthesize it. The reactants are: [OH:1][C:2]1[CH:3]=[C:4]([CH:9]=[C:10]([OH:12])[CH:11]=1)[C:5]([O:7][CH3:8])=[O:6].[C:13]1([CH3:23])[CH:18]=[CH:17][C:16]([S:19](Cl)(=[O:21])=[O:20])=[CH:15][CH:14]=1.C(=O)([O-])O.[Na+]. (3) Given the product [OH:17][CH2:16][CH2:15][NH:14][C:4]1[N:5]=[C:6]([NH:10][CH2:11][CH2:12][OH:13])[C:7]([C:8]#[N:9])=[C:2]([N:27]2[CH2:28][CH2:29][N:24]([C:18]3[CH:23]=[CH:22][CH:21]=[CH:20][CH:19]=3)[CH2:25][CH2:26]2)[N:3]=1, predict the reactants needed to synthesize it. The reactants are: Cl[C:2]1[C:7]([C:8]#[N:9])=[C:6]([NH:10][CH2:11][CH2:12][OH:13])[N:5]=[C:4]([NH:14][CH2:15][CH2:16][OH:17])[N:3]=1.[C:18]1([N:24]2[CH2:29][CH2:28][NH:27][CH2:26][CH2:25]2)[CH:23]=[CH:22][CH:21]=[CH:20][CH:19]=1.C(N(C(C)C)C(C)C)C.